Regression. Given a peptide amino acid sequence and an MHC pseudo amino acid sequence, predict their binding affinity value. This is MHC class I binding data. From a dataset of Peptide-MHC class I binding affinity with 185,985 pairs from IEDB/IMGT. (1) The peptide sequence is YLLLTTNGT. The MHC is HLA-B18:01 with pseudo-sequence HLA-B18:01. The binding affinity (normalized) is 0.213. (2) The peptide sequence is VGFVYVKF. The MHC is Mamu-B52 with pseudo-sequence Mamu-B52. The binding affinity (normalized) is 0.572. (3) The peptide sequence is ALRGVAVGR. The MHC is HLA-A31:01 with pseudo-sequence HLA-A31:01. The binding affinity (normalized) is 0.872. (4) The peptide sequence is KTWMDIEGR. The MHC is HLA-A11:01 with pseudo-sequence HLA-A11:01. The binding affinity (normalized) is 0.350. (5) The peptide sequence is RTPKKTKANP. The MHC is Mamu-A02 with pseudo-sequence Mamu-A02. The binding affinity (normalized) is 0. (6) The peptide sequence is EVHYSGINY. The MHC is HLA-A02:01 with pseudo-sequence HLA-A02:01. The binding affinity (normalized) is 0.0847. (7) The peptide sequence is SMMNRDKIPI. The MHC is HLA-A02:01 with pseudo-sequence HLA-A02:01. The binding affinity (normalized) is 0.333. (8) The peptide sequence is APYFATVRL. The MHC is HLA-B40:01 with pseudo-sequence HLA-B40:01. The binding affinity (normalized) is 0.0847. (9) The peptide sequence is FQWWRSHPL. The MHC is BoLA-AW10 with pseudo-sequence BoLA-AW10. The binding affinity (normalized) is 0.118. (10) The peptide sequence is SLTDRELLL. The MHC is HLA-A02:11 with pseudo-sequence HLA-A02:11. The binding affinity (normalized) is 0.0847.